Dataset: Peptide-MHC class I binding affinity with 185,985 pairs from IEDB/IMGT. Task: Regression. Given a peptide amino acid sequence and an MHC pseudo amino acid sequence, predict their binding affinity value. This is MHC class I binding data. (1) The peptide sequence is RQKLKDAEK. The MHC is HLA-A24:03 with pseudo-sequence HLA-A24:03. The binding affinity (normalized) is 0.0847. (2) The peptide sequence is ALTLNTMTK. The MHC is HLA-A01:01 with pseudo-sequence HLA-A01:01. The binding affinity (normalized) is 0.0847. (3) The peptide sequence is EVGTNFGTI. The MHC is HLA-A02:01 with pseudo-sequence HLA-A02:01. The binding affinity (normalized) is 0.0843. (4) The peptide sequence is ESDGKPQKA. The binding affinity (normalized) is 0.582. The MHC is HLA-A01:01 with pseudo-sequence HLA-A01:01. (5) The peptide sequence is RRQGCWKCGKM. The MHC is Mamu-B03 with pseudo-sequence Mamu-B03. The binding affinity (normalized) is 0.708. (6) The peptide sequence is VSHFYFGAY. The MHC is HLA-A68:01 with pseudo-sequence HLA-A68:01. The binding affinity (normalized) is 0.0641. (7) The peptide sequence is QPQRGYENF. The MHC is H-2-Ld with pseudo-sequence H-2-Ld. The binding affinity (normalized) is 0.468. (8) The peptide sequence is WAGIWGGKL. The MHC is HLA-A26:01 with pseudo-sequence HLA-A26:01. The binding affinity (normalized) is 0.0847.